The task is: Predict the reactants needed to synthesize the given product.. This data is from Full USPTO retrosynthesis dataset with 1.9M reactions from patents (1976-2016). (1) Given the product [CH3:43][O:42][C:40](=[O:41])[C:39]1[CH:44]=[CH:45][C:36]([CH2:35][N:12]2[CH:13]=[C:9]([C:3]3[CH:4]=[CH:5][C:6]([Cl:8])=[CH:7][C:2]=3[Cl:1])[N:10]=[C:11]2/[CH:14]=[CH:15]/[C:16]2[CH:21]=[C:20]([C:22]#[C:23][C:24]3[CH:25]=[CH:26][C:27]([O:30][CH3:31])=[CH:28][CH:29]=3)[CH:19]=[CH:18][C:17]=2[O:32][CH3:33])=[CH:37][CH:38]=1, predict the reactants needed to synthesize it. The reactants are: [Cl:1][C:2]1[CH:7]=[C:6]([Cl:8])[CH:5]=[CH:4][C:3]=1[C:9]1[N:10]=[C:11](/[CH:14]=[CH:15]/[C:16]2[CH:21]=[C:20]([C:22]#[C:23][C:24]3[CH:29]=[CH:28][C:27]([O:30][CH3:31])=[CH:26][CH:25]=3)[CH:19]=[CH:18][C:17]=2[O:32][CH3:33])[NH:12][CH:13]=1.Br[CH2:35][C:36]1[CH:45]=[CH:44][C:39]([C:40]([O:42][CH3:43])=[O:41])=[CH:38][CH:37]=1. (2) Given the product [Si:21]([O:9][CH2:8][C:4]1[N:5]=[CH:6][S:7][C:3]=1[C:2]([F:1])([F:10])[F:11])([C:17]([CH3:20])([CH3:19])[CH3:18])([CH3:23])[CH3:22], predict the reactants needed to synthesize it. The reactants are: [F:1][C:2]([F:11])([F:10])[C:3]1[S:7][CH:6]=[N:5][C:4]=1[CH2:8][OH:9].N1C=CN=C1.[C:17]([Si:21](Cl)([CH3:23])[CH3:22])([CH3:20])([CH3:19])[CH3:18]. (3) The reactants are: [Cl:1][C:2]1[C:3]([F:26])=[C:4]([C:22]([F:25])=[CH:23][CH:24]=1)[CH2:5][N:6]1[C:18]2[CH:17]=[N:16][C:15]([C:19]([OH:21])=O)=[CH:14][C:13]=2[C:12]2[C:7]1=[CH:8][CH:9]=[CH:10][CH:11]=2.[CH2:27]([O:34][NH2:35])[C:28]1[CH:33]=[CH:32][CH:31]=[CH:30][CH:29]=1. Given the product [CH2:27]([O:34][NH:35][C:19]([C:15]1[N:16]=[CH:17][C:18]2[N:6]([CH2:5][C:4]3[C:22]([F:25])=[CH:23][CH:24]=[C:2]([Cl:1])[C:3]=3[F:26])[C:7]3[C:12]([C:13]=2[CH:14]=1)=[CH:11][CH:10]=[CH:9][CH:8]=3)=[O:21])[C:28]1[CH:33]=[CH:32][CH:31]=[CH:30][CH:29]=1, predict the reactants needed to synthesize it. (4) Given the product [C:1]([NH:4][C@H:5]([C:8]([OH:10])=[O:9])[CH2:6][S:7][CH2:17][CH:18]=[C:19]([CH2:21][CH2:22][CH:23]=[C:24]([CH2:26][CH2:27][CH:28]=[C:29]([CH3:30])[CH3:31])[CH3:25])[CH3:20])(=[O:3])[CH3:2], predict the reactants needed to synthesize it. The reactants are: [C:1]([NH:4][C@H:5]([C:8]([OH:10])=[O:9])[CH2:6][SH:7])(=[O:3])[CH3:2].C([O-])([O-])=O.[Na+].[Na+].[CH2:17](Br)[CH:18]=[C:19]([CH2:21][CH2:22][CH:23]=[C:24]([CH2:26][CH2:27][CH:28]=[C:29]([CH3:31])[CH3:30])[CH3:25])[CH3:20]. (5) The reactants are: [N:1]1[CH:6]=[CH:5][C:4]([CH:7]([OH:20])[C:8]#[C:9][Si:10]([CH:17]([CH3:19])[CH3:18])([CH:14]([CH3:16])[CH3:15])[CH:11]([CH3:13])[CH3:12])=[CH:3][CH:2]=1. Given the product [N:1]1[CH:6]=[CH:5][C:4]([C:7](=[O:20])[C:8]#[C:9][Si:10]([CH:14]([CH3:16])[CH3:15])([CH:17]([CH3:19])[CH3:18])[CH:11]([CH3:13])[CH3:12])=[CH:3][CH:2]=1, predict the reactants needed to synthesize it. (6) The reactants are: Cl[C:2]1[N:3]=[N:4][CH:5]=[C:6]([CH3:25])[C:7]=1[C:8]1[CH:23]=[CH:22][C:11]([O:12][C:13]2[C:18]3[CH:19]=[CH:20][O:21][C:17]=3[CH:16]=[CH:15][N:14]=2)=[CH:10][C:9]=1[CH3:24].[CH3:26][Al](C)C.C1(C)C=CC=CC=1.CO. Given the product [CH3:26][C:2]1[N:3]=[N:4][CH:5]=[C:6]([CH3:25])[C:7]=1[C:8]1[CH:23]=[CH:22][C:11]([O:12][C:13]2[C:18]3[CH:19]=[CH:20][O:21][C:17]=3[CH:16]=[CH:15][N:14]=2)=[CH:10][C:9]=1[CH3:24], predict the reactants needed to synthesize it. (7) Given the product [CH2:35]([N:32]1[C:27]2=[N:28][C:29]([CH2:30][CH3:31])=[C:24]([CH2:23][NH:22][C:20]([C:15]3[CH:16]=[C:17]([CH3:19])[CH:18]=[C:13]([C:11]([NH:10][CH2:9][C:4]4[CH:3]=[C:2]([C:50]5[CH:49]=[CH:48][CH:47]=[C:46]([CH:44]=[O:45])[CH:51]=5)[C:7]([CH3:8])=[CH:6][CH:5]=4)=[O:12])[CH:14]=3)=[O:21])[C:25]([NH:37][CH:38]3[CH2:43][CH2:42][O:41][CH2:40][CH2:39]3)=[C:26]2[CH:34]=[N:33]1)[CH3:36], predict the reactants needed to synthesize it. The reactants are: Br[C:2]1[CH:3]=[C:4]([CH2:9][NH:10][C:11]([C:13]2[CH:18]=[C:17]([CH3:19])[CH:16]=[C:15]([C:20]([NH:22][CH2:23][C:24]3[C:25]([NH:37][CH:38]4[CH2:43][CH2:42][O:41][CH2:40][CH2:39]4)=[C:26]4[CH:34]=[N:33][N:32]([CH2:35][CH3:36])[C:27]4=[N:28][C:29]=3[CH2:30][CH3:31])=[O:21])[CH:14]=2)=[O:12])[CH:5]=[CH:6][C:7]=1[CH3:8].[CH:44]([C:46]1[CH:47]=[C:48](B(O)O)[CH:49]=[CH:50][CH:51]=1)=[O:45].C(=O)([O-])[O-].[K+].[K+]. (8) The reactants are: [C:1](/[C:3](=[N:9]\O)/[C:4]([O:6][CH2:7][CH3:8])=[O:5])#[N:2].S(S([O-])=O)([O-])=O.[Na+].[Na+].[Na+].[Cl-]. Given the product [N:2]#[C:1][C@@H:3]([C:4]([O:6][CH2:7][CH3:8])=[O:5])[NH2:9], predict the reactants needed to synthesize it. (9) Given the product [Br:1][C:2]1[CH:3]=[C:4]([B:15]([OH:20])[OH:16])[CH:5]=[C:6]([F:8])[CH:7]=1, predict the reactants needed to synthesize it. The reactants are: [Br:1][C:2]1[CH:7]=[C:6]([F:8])[CH:5]=[C:4](Br)[CH:3]=1.C([Li])CCC.[B:15](OC(C)C)([O:20]C(C)C)[O:16]C(C)C. (10) Given the product [CH3:1][N:2]([CH2:33][CH2:34][C:35]([OH:37])=[O:36])[C:3](=[O:32])[C:4]1[CH:9]=[CH:8][C:7]([NH:10][CH:11]([C:16]2[CH:21]=[CH:20][C:19]([C:22]3[CH:23]=[CH:24][C:25]([C:28]([F:29])([F:30])[F:31])=[CH:26][CH:27]=3)=[CH:18][CH:17]=2)[CH2:12][CH:13]([CH3:15])[CH3:14])=[N:6][CH:5]=1, predict the reactants needed to synthesize it. The reactants are: [CH3:1][N:2]([CH2:33][CH2:34][C:35]([O:37]C(C)(C)C)=[O:36])[C:3](=[O:32])[C:4]1[CH:9]=[CH:8][C:7]([NH:10][CH:11]([C:16]2[CH:21]=[CH:20][C:19]([C:22]3[CH:27]=[CH:26][C:25]([C:28]([F:31])([F:30])[F:29])=[CH:24][CH:23]=3)=[CH:18][CH:17]=2)[CH2:12][CH:13]([CH3:15])[CH3:14])=[N:6][CH:5]=1.C(=O)=O.CO.FC(F)(F)C1C=CC(C2N=CC(C=O)=CN=2)=CC=1.C(O)(C(F)(F)F)=O.C(Cl)Cl.[OH-].[Na+].